Dataset: Full USPTO retrosynthesis dataset with 1.9M reactions from patents (1976-2016). Task: Predict the reactants needed to synthesize the given product. (1) Given the product [CH:10]([N:4]1[CH2:3][CH2:2][CH2:1][CH2:6][CH:5]1[C:7]([OH:9])=[O:8])=[O:12], predict the reactants needed to synthesize it. The reactants are: [CH2:1]1[CH2:6][CH:5]([C:7]([OH:9])=[O:8])[NH:4][CH2:3][CH2:2]1.[C:10](OC(=O)C)(=[O:12])C.O. (2) The reactants are: C[Si](C)(C)CCOC[O:7][CH2:8][C:9]1[N:10]=[C:11]([C:14]2O[C:17]([C:19]([OH:22])([CH3:21])[CH3:20])=[N:16][N:15]=2)[S:12][CH:13]=1.CC1C=CC(S(O)(=O)=O)=CC=1.[CH3:36][NH2:37].CO. Given the product [OH:7][CH2:8][C:9]1[N:10]=[C:11]([C:14]2[N:37]([CH3:36])[C:17]([C:19]([OH:22])([CH3:20])[CH3:21])=[N:16][N:15]=2)[S:12][CH:13]=1, predict the reactants needed to synthesize it.